Dataset: Catalyst prediction with 721,799 reactions and 888 catalyst types from USPTO. Task: Predict which catalyst facilitates the given reaction. (1) Reactant: [CH2:1]([O:8][C:9]1[CH:14]=[CH:13][C:12]([C:15]2[NH:23][C:22]3[C:21](=[O:24])[N:20]([CH2:25][CH2:26][CH3:27])[C:19]([Cl:28])=[N:18][C:17]=3[N:16]=2)=[CH:11][CH:10]=1)[C:2]1[CH:7]=[CH:6][CH:5]=[CH:4][CH:3]=1.C(=O)([O-])[O-].[K+].[K+].[CH3:35][Si:36]([CH3:43])([CH3:42])[CH2:37][CH2:38][O:39][CH2:40]Cl. Product: [CH2:1]([O:8][C:9]1[CH:10]=[CH:11][C:12]([C:15]2[N:23]([CH2:40][O:39][CH2:38][CH2:37][Si:36]([CH3:43])([CH3:42])[CH3:35])[C:22]3[C:21](=[O:24])[N:20]([CH2:25][CH2:26][CH3:27])[C:19]([Cl:28])=[N:18][C:17]=3[N:16]=2)=[CH:13][CH:14]=1)[C:2]1[CH:7]=[CH:6][CH:5]=[CH:4][CH:3]=1. The catalyst class is: 18. (2) Product: [F:1][C:2]1[CH:7]=[CH:6][CH:5]=[CH:4][C:3]=1[CH2:8][CH:9]=[O:10]. The catalyst class is: 4. Reactant: [F:1][C:2]1[CH:7]=[CH:6][CH:5]=[CH:4][C:3]=1[CH2:8][CH2:9][OH:10].CC(OI1(OC(C)=O)(OC(C)=O)OC(=O)C2C=CC=CC1=2)=O.S([O-])([O-])(=O)=S.[Na+].[Na+]. (3) Product: [C:20]([O:19][C:18](=[O:24])[NH:17][CH2:16][C:14]1[NH:15][C:8]2[C:7]([O:6][C:5]3[CH:25]=[CH:26][C:2]([NH:1][C:44]([NH:43][C:39]4[CH:40]=[CH:41][CH:42]=[C:37]([C:36]([F:35])([F:46])[F:47])[CH:38]=4)=[O:45])=[C:3]([Cl:27])[CH:4]=3)=[N:12][CH:11]=[N:10][C:9]=2[CH:13]=1)([CH3:22])([CH3:23])[CH3:21]. The catalyst class is: 30. Reactant: [NH2:1][C:2]1[CH:26]=[CH:25][C:5]([O:6][C:7]2[C:8]3[NH:15][C:14]([CH2:16][NH:17][C:18](=[O:24])[O:19][C:20]([CH3:23])([CH3:22])[CH3:21])=[CH:13][C:9]=3[N:10]=[CH:11][N:12]=2)=[CH:4][C:3]=1[Cl:27].C(N(CC)CC)C.[F:35][C:36]([F:47])([F:46])[C:37]1[CH:38]=[C:39]([N:43]=[C:44]=[O:45])[CH:40]=[CH:41][CH:42]=1. (4) Reactant: [OH-].[Na+].C([O:6][CH2:7][C:8]1[CH:13]=[C:12]([O:14][C:15]2[C:20]3[CH:21]=[CH:22][O:23][C:19]=3[CH:18]=[CH:17][N:16]=2)[CH:11]=[CH:10][C:9]=1[C:24]1[C:25]([CH3:31])=[N:26][CH:27]=[N:28][C:29]=1[CH3:30])(=O)C.[Cl-].[Na+]. Product: [CH3:31][C:25]1[C:24]([C:9]2[CH:10]=[CH:11][C:12]([O:14][C:15]3[C:20]4[CH:21]=[CH:22][O:23][C:19]=4[CH:18]=[CH:17][N:16]=3)=[CH:13][C:8]=2[CH2:7][OH:6])=[C:29]([CH3:30])[N:28]=[CH:27][N:26]=1. The catalyst class is: 7. (5) Reactant: C([Cl:4])(=O)C.C(OC([N:12]1[CH2:36][CH2:35][C:15]2([CH2:18][N:17]([C@H:19]3[C:27]4[C:22](=[CH:23][C:24]([C:28]5[CH:33]=[C:32]([CH3:34])[N:31]=[CH:30][N:29]=5)=[CH:25][CH:26]=4)[CH2:21][CH2:20]3)[CH2:16]2)[CH2:14][CH2:13]1)=O)(C)(C)C. Product: [ClH:4].[ClH:4].[CH3:34][C:32]1[N:31]=[CH:30][N:29]=[C:28]([C:24]2[CH:23]=[C:22]3[C:27](=[CH:26][CH:25]=2)[CH:19]([N:17]2[CH2:18][C:15]4([CH2:35][CH2:36][NH:12][CH2:13][CH2:14]4)[CH2:16]2)[CH2:20][CH2:21]3)[CH:33]=1. The catalyst class is: 5.